From a dataset of Forward reaction prediction with 1.9M reactions from USPTO patents (1976-2016). Predict the product of the given reaction. The product is: [NH2:9][C:10]1[CH:15]=[CH:14][CH:13]=[CH:12][C:11]=1[C:16]1[CH2:17][C@@H:18]2[N:24]([CH:25]=1)[C:23](=[O:26])[C:22]1[CH:27]=[C:28]([O:70][CH3:71])[C:29]([O:31][CH2:32][CH2:33][CH2:34][O:35][C:36]3[C:67]([O:68][CH3:69])=[CH:66][C:39]4[C:40](=[O:65])[N:41]5[CH:56]=[C:55]([C:57]6[CH:58]=[CH:59][C:60]([O:63][CH3:64])=[CH:61][CH:62]=6)[CH2:54][C@H:42]5[CH:43]=[N:44][C:38]=4[CH:37]=3)=[CH:30][C:21]=1[N:20]=[CH:19]2. Given the reactants [Li+].[B-](CC)(CC)CC.[NH2:9][C:10]1[CH:15]=[CH:14][CH:13]=[CH:12][C:11]=1[C:16]1[CH2:17][C@@H:18]2[N:24]([CH:25]=1)[C:23](=[O:26])[C:22]1[CH:27]=[C:28]([O:70][CH3:71])[C:29]([O:31][CH2:32][CH2:33][CH2:34][O:35][C:36]3[C:67]([O:68][CH3:69])=[CH:66][C:39]4[C:40](=[O:65])[N:41]5[CH:56]=[C:55]([C:57]6[CH:62]=[CH:61][C:60]([O:63][CH3:64])=[CH:59][CH:58]=6)[CH2:54][C@H:42]5[C:43](=O)[N:44](COCC[Si](C)(C)C)[C:38]=4[CH:37]=3)=[CH:30][C:21]=1[N:20](COCC[Si](C)(C)C)[C:19]2=O.[BH4-].[Li+], predict the reaction product.